From a dataset of Reaction yield outcomes from USPTO patents with 853,638 reactions. Predict the reaction yield, written as a fraction of the theoretical maximum amount of product (1.0 means a 100% yield; for example, 0.34 means a 34% yield). (1) The reactants are Cl[C:2]1C=[CH:6][C:5]([Br:8])=[CH:4][N:3]=1.[F:9][C:10]1[CH:15]=[CH:14][C:13]([C:16]([CH3:20])([CH3:19])[CH2:17][NH2:18])=[CH:12][CH:11]=1.CC[N:23](C(C)C)C(C)C. The catalyst is C1(C)C=CC=CC=1. The product is [Br:8][C:5]1[CH:4]=[N:3][C:2]([NH:18][CH2:17][C:16]([C:13]2[CH:12]=[CH:11][C:10]([F:9])=[CH:15][CH:14]=2)([CH3:20])[CH3:19])=[N:23][CH:6]=1. The yield is 0.400. (2) The product is [Cl:25][C:6]1[N:5]=[C:4]([NH:9][C:10](=[O:15])[C:11]([CH3:14])([CH3:13])[CH3:12])[CH:3]=[C:2]([CH3:1])[CH:7]=1. The reactants are [CH3:1][C:2]1[CH:7]=[CH:6][N+:5]([O-])=[C:4]([NH:9][C:10](=[O:15])[C:11]([CH3:14])([CH3:13])[CH3:12])[CH:3]=1.CCN(CC)CC.O=P(Cl)(Cl)[Cl:25]. No catalyst specified. The yield is 0.160. (3) The reactants are C(OC(=O)[NH:10][C@H:11]([C:13]1[CH:18]=[CH:17][CH:16]=[C:15]([N:19]2[CH2:24][CH2:23][O:22][CH:21]([CH2:25][NH:26][C:27]([O:29][C:30]([CH3:33])([CH3:32])[CH3:31])=[O:28])[CH2:20]2)[CH:14]=1)[CH3:12])C1C=CC=CC=1.[H][H]. The catalyst is [Pd].CO. The product is [C:30]([O:29][C:27](=[O:28])[NH:26][CH2:25][C@@H:21]1[O:22][CH2:23][CH2:24][N:19]([C:15]2[CH:16]=[CH:17][CH:18]=[C:13]([CH:11]([NH2:10])[CH3:12])[CH:14]=2)[CH2:20]1)([CH3:32])([CH3:31])[CH3:33]. The yield is 0.890. (4) The reactants are Br[C:2]1[CH:7]=[CH:6][C:5]([N:8]2[C@@H:12]([C:13]3[CH:18]=[CH:17][CH:16]=[CH:15][CH:14]=3)[C:11]([CH3:20])([CH3:19])[O:10][C:9]2=[O:21])=[CH:4][CH:3]=1.[B:22]1([B:22]2[O:26][C:25]([CH3:28])([CH3:27])[C:24]([CH3:30])([CH3:29])[O:23]2)[O:26][C:25]([CH3:28])([CH3:27])[C:24]([CH3:30])([CH3:29])[O:23]1.C([O-])(=O)C.[K+]. The catalyst is C1C=CC(P(C2C=CC=CC=2)[C-]2C=CC=C2)=CC=1.C1C=CC(P(C2C=CC=CC=2)[C-]2C=CC=C2)=CC=1.Cl[Pd]Cl.[Fe+2].C(Cl)Cl.O1CCOCC1. The product is [CH3:19][C:11]1([CH3:20])[O:10][C:9](=[O:21])[N:8]([C:5]2[CH:6]=[CH:7][C:2]([B:22]3[O:26][C:25]([CH3:28])([CH3:27])[C:24]([CH3:30])([CH3:29])[O:23]3)=[CH:3][CH:4]=2)[C@H:12]1[C:13]1[CH:18]=[CH:17][CH:16]=[CH:15][CH:14]=1. The yield is 0.850. (5) The reactants are C([Zn][CH2:4][CH3:5])C.CCCCCC.COC1C=CC=CC=1[C@H](N[C@H](C1C=CC=CC=1)C)C1C2C(=CC=CC=2)C=CC=1O.[Br:41][C:42]1[CH:49]=[CH:48][C:47]([F:50])=[CH:46][C:43]=1[CH:44]=[O:45].Cl. The catalyst is C1(C)C=CC=CC=1. The product is [Br:41][C:42]1[CH:49]=[CH:48][C:47]([F:50])=[CH:46][C:43]=1[C@H:44]([OH:45])[CH2:4][CH3:5]. The yield is 0.790. (6) The reactants are [CH3:1][C:2]1[O:6][N:5]=[C:4]([C:7]2[CH:12]=[CH:11][N:10]=[CH:9][N:8]=2)[C:3]=1[CH2:13][O:14][C:15]1[CH:23]=[CH:22][C:18]([C:19]([OH:21])=O)=[CH:17][N:16]=1.[NH:24]1[CH2:29][CH2:28][S:27][CH2:26][CH2:25]1. No catalyst specified. The product is [CH3:1][C:2]1[O:6][N:5]=[C:4]([C:7]2[CH:12]=[CH:11][N:10]=[CH:9][N:8]=2)[C:3]=1[CH2:13][O:14][C:15]1[N:16]=[CH:17][C:18]([C:19]([N:24]2[CH2:29][CH2:28][S:27][CH2:26][CH2:25]2)=[O:21])=[CH:22][CH:23]=1. The yield is 0.700. (7) The product is [ClH:7].[Cl:7][C:8]1[CH:18]=[C:17]([C:19]2[N:24]=[C:23]3[N:25]([CH2:28][C:29]4[CH:30]=[C:31]5[C:36](=[CH:37][CH:38]=4)[N:35]=[CH:34][CH:33]=[CH:32]5)[N:26]=[N:27][C:22]3=[CH:21][CH:20]=2)[CH:16]=[CH:15][C:9]=1[C:10]([NH:12][CH2:13][CH3:14])=[O:11]. The reactants are CCOCC.Cl.[Cl:7][C:8]1[CH:18]=[C:17]([C:19]2[N:24]=[C:23]3[N:25]([CH2:28][C:29]4[CH:30]=[C:31]5[C:36](=[CH:37][CH:38]=4)[N:35]=[CH:34][CH:33]=[CH:32]5)[N:26]=[N:27][C:22]3=[CH:21][CH:20]=2)[CH:16]=[CH:15][C:9]=1[C:10]([NH:12][CH2:13][CH3:14])=[O:11]. The catalyst is C1COCC1. The yield is 0.560. (8) The reactants are [Cl:1][C:2]1[CH:3]=[CH:4][C:5]2[N:6]([C:8](O)=[N:9][N:10]=2)[N:7]=1.P(Cl)(Cl)(Cl)(Cl)[Cl:13]. The catalyst is O=P(Cl)(Cl)Cl. The product is [Cl:13][C:8]1[N:6]2[N:7]=[C:2]([Cl:1])[CH:3]=[CH:4][C:5]2=[N:10][N:9]=1. The yield is 0.200. (9) The reactants are COC1C=C(OC)C=C(OC)C=1C[S:6][C:7]1[CH:12]=[CH:11][CH:10]=[CH:9][C:8]=1[C:13]1[CH:18]=[CH:17][CH:16]=[C:15]([OH:19])[CH:14]=1.C(O)(C(F)(F)F)=O.C([SiH](CC)CC)C.C(Cl)Cl. The catalyst is O. The product is [SH:6][C:7]1[CH:12]=[CH:11][CH:10]=[CH:9][C:8]=1[C:13]1[CH:18]=[CH:17][CH:16]=[C:15]([OH:19])[CH:14]=1. The yield is 0.670.